This data is from NCI-60 drug combinations with 297,098 pairs across 59 cell lines. The task is: Regression. Given two drug SMILES strings and cell line genomic features, predict the synergy score measuring deviation from expected non-interaction effect. (1) Drug 1: CC1CCC2CC(C(=CC=CC=CC(CC(C(=O)C(C(C(=CC(C(=O)CC(OC(=O)C3CCCCN3C(=O)C(=O)C1(O2)O)C(C)CC4CCC(C(C4)OC)O)C)C)O)OC)C)C)C)OC. Drug 2: CC1C(C(CC(O1)OC2CC(CC3=C2C(=C4C(=C3O)C(=O)C5=C(C4=O)C(=CC=C5)OC)O)(C(=O)CO)O)N)O.Cl. Cell line: DU-145. Synergy scores: CSS=35.2, Synergy_ZIP=7.15, Synergy_Bliss=6.21, Synergy_Loewe=8.03, Synergy_HSA=7.96. (2) Drug 1: CCN(CC)CCCC(C)NC1=C2C=C(C=CC2=NC3=C1C=CC(=C3)Cl)OC. Drug 2: C1CN(CCN1C(=O)CCBr)C(=O)CCBr. Cell line: RXF 393. Synergy scores: CSS=20.3, Synergy_ZIP=-5.25, Synergy_Bliss=4.53, Synergy_Loewe=-0.126, Synergy_HSA=4.39. (3) Drug 1: CN(C)N=NC1=C(NC=N1)C(=O)N. Drug 2: COC1=NC(=NC2=C1N=CN2C3C(C(C(O3)CO)O)O)N. Cell line: EKVX. Synergy scores: CSS=-11.3, Synergy_ZIP=5.07, Synergy_Bliss=3.44, Synergy_Loewe=-2.51, Synergy_HSA=-4.34. (4) Drug 1: C1C(C(OC1N2C=C(C(=O)NC2=O)F)CO)O. Drug 2: CN(CCCl)CCCl.Cl. Cell line: SF-539. Synergy scores: CSS=21.7, Synergy_ZIP=-7.60, Synergy_Bliss=1.03, Synergy_Loewe=-7.51, Synergy_HSA=0.228. (5) Drug 1: CCCS(=O)(=O)NC1=C(C(=C(C=C1)F)C(=O)C2=CNC3=C2C=C(C=N3)C4=CC=C(C=C4)Cl)F. Drug 2: CC1=C2C(C(=O)C3(C(CC4C(C3C(C(C2(C)C)(CC1OC(=O)C(C(C5=CC=CC=C5)NC(=O)OC(C)(C)C)O)O)OC(=O)C6=CC=CC=C6)(CO4)OC(=O)C)OC)C)OC. Cell line: SK-MEL-2. Synergy scores: CSS=64.9, Synergy_ZIP=13.9, Synergy_Bliss=14.2, Synergy_Loewe=-21.7, Synergy_HSA=12.4. (6) Drug 1: CCC(=C(C1=CC=CC=C1)C2=CC=C(C=C2)OCCN(C)C)C3=CC=CC=C3.C(C(=O)O)C(CC(=O)O)(C(=O)O)O. Drug 2: CCC1(CC2CC(C3=C(CCN(C2)C1)C4=CC=CC=C4N3)(C5=C(C=C6C(=C5)C78CCN9C7C(C=CC9)(C(C(C8N6C)(C(=O)OC)O)OC(=O)C)CC)OC)C(=O)OC)O.OS(=O)(=O)O. Cell line: UACC-257. Synergy scores: CSS=4.61, Synergy_ZIP=9.24, Synergy_Bliss=8.63, Synergy_Loewe=10.5, Synergy_HSA=9.50. (7) Drug 1: CC1C(C(=O)NC(C(=O)N2CCCC2C(=O)N(CC(=O)N(C(C(=O)O1)C(C)C)C)C)C(C)C)NC(=O)C3=C4C(=C(C=C3)C)OC5=C(C(=O)C(=C(C5=N4)C(=O)NC6C(OC(=O)C(N(C(=O)CN(C(=O)C7CCCN7C(=O)C(NC6=O)C(C)C)C)C)C(C)C)C)N)C. Cell line: MCF7. Synergy scores: CSS=5.35, Synergy_ZIP=0.512, Synergy_Bliss=7.04, Synergy_Loewe=-12.8, Synergy_HSA=2.51. Drug 2: CC1=CC=C(C=C1)C2=CC(=NN2C3=CC=C(C=C3)S(=O)(=O)N)C(F)(F)F.